This data is from Full USPTO retrosynthesis dataset with 1.9M reactions from patents (1976-2016). The task is: Predict the reactants needed to synthesize the given product. (1) Given the product [CH3:1][C:2]1[C:6]([S:9]([Cl:8])(=[O:11])=[O:10])=[C:5]([CH3:7])[NH:4][N:3]=1, predict the reactants needed to synthesize it. The reactants are: [CH3:1][C:2]1[CH:6]=[C:5]([CH3:7])[NH:4][N:3]=1.[Cl:8][S:9](O)(=[O:11])=[O:10].S(Cl)(Cl)=O.ClCCl. (2) Given the product [Br:36][CH2:1][CH2:2][C:3]#[C:4][CH2:5][CH2:6][CH2:7][CH3:8], predict the reactants needed to synthesize it. The reactants are: [CH2:1](O)[CH2:2][C:3]#[C:4][CH2:5][CH2:6][CH2:7][CH3:8].C1(P(C2C=CC=CC=2)C2C=CC=CC=2)C=CC=CC=1.C1C(=O)N([Br:36])C(=O)C1. (3) Given the product [CH3:1][C:2]1([CH2:8][O:9][C:10]2[CH:11]=[C:12]([CH:15]=[CH:16][CH:17]=2)[CH:13]=[C:22]2[S:18][C:19](=[O:24])[NH:20][C:21]2=[O:23])[CH2:7][CH2:6][CH2:5][CH2:4][CH2:3]1, predict the reactants needed to synthesize it. The reactants are: [CH3:1][C:2]1([CH2:8][O:9][C:10]2[CH:11]=[C:12]([CH:15]=[CH:16][CH:17]=2)[CH:13]=O)[CH2:7][CH2:6][CH2:5][CH2:4][CH2:3]1.[S:18]1[CH2:22][C:21](=[O:23])[NH:20][C:19]1=[O:24].N1CCCCC1. (4) Given the product [O:21]1[CH2:22][CH2:23][O:24][CH:20]1[CH2:19][N:9]1[C:8](=[O:10])[CH:7]=[N:6][C:5]2[N:11]=[CH:12][C:2]([O:27][CH3:25])=[CH:3][C:4]1=2, predict the reactants needed to synthesize it. The reactants are: Br[C:2]1[CH:12]=[N:11][C:5]2[N:6]=[CH:7][C:8](=[O:10])[NH:9][C:4]=2[CH:3]=1.C[O-].[Na+].CO.Br[CH2:19][CH:20]1[O:24][CH2:23][CH2:22][O:21]1.[C:25](OCC)(=[O:27])C.